Regression/Classification. Given a drug SMILES string, predict its toxicity properties. Task type varies by dataset: regression for continuous values (e.g., LD50, hERG inhibition percentage) or binary classification for toxic/non-toxic outcomes (e.g., AMES mutagenicity, cardiotoxicity, hepatotoxicity). Dataset: herg_karim. From a dataset of hERG potassium channel inhibition data for cardiac toxicity prediction from Karim et al.. (1) The drug is O=C1N=CC=C2N=C(c3ccc(CN4CCC(c5n[nH]c(-c6ccccn6)n5)CC4)cc3)C(c3ccccc3)=CC12. The result is 1 (blocker). (2) The compound is NC1=NC2(CO1)c1cc(-c3cncnc3)ccc1OCC21CCC1. The result is 1 (blocker). (3) The compound is CN(C)c1cc(C(F)(F)F)cc(COCC2(c3ccc(F)cc3)CCNCC2)n1. The result is 1 (blocker). (4) The molecule is COc1ccc2cc3-c4cc5OCOc5cc4CC[n+]3cc2c1OC. The result is 1 (blocker). (5) The compound is Cn1nc(NCC(=O)NC2CN(C3CCC(O)CC3)C2)c2cc(C(F)(F)F)ccc21. The result is 0 (non-blocker).